Dataset: Forward reaction prediction with 1.9M reactions from USPTO patents (1976-2016). Task: Predict the product of the given reaction. (1) Given the reactants [N:1]1[C:2]([C:10]([OH:12])=O)=[CH:3][N:4]2[CH:9]=[CH:8][CH:7]=[CH:6][C:5]=12.[NH2:13][C@@H:14]([CH3:31])[CH2:15][N:16]1[CH:20]=[CH:19][C:18]([C:21]2[CH:28]=[C:27]([F:29])[C:24]([C:25]#[N:26])=[C:23]([Cl:30])[CH:22]=2)=[N:17]1, predict the reaction product. The product is: [Cl:30][C:23]1[CH:22]=[C:21]([C:18]2[CH:19]=[CH:20][N:16]([CH2:15][C@@H:14]([NH:13][C:10]([C:2]3[N:1]=[C:5]4[CH:6]=[CH:7][CH:8]=[CH:9][N:4]4[CH:3]=3)=[O:12])[CH3:31])[N:17]=2)[CH:28]=[C:27]([F:29])[C:24]=1[C:25]#[N:26]. (2) The product is: [CH2:1]([O:3][C:4]([N:6]1[C:15]2[C:10](=[CH:11][C:12]([C:16]3[O:17][CH2:18][C:19]([CH3:21])([CH3:22])[N:20]=3)=[CH:13][CH:14]=2)[C:9]([CH2:48][C:49]2[CH:54]=[CH:53][C:52]([C:55]3[CH:56]=[CH:57][CH:58]=[CH:59][CH:60]=3)=[CH:51][CH:50]=2)=[CH:8][CH:7]1[P:23]([O:25][CH3:26])([O:27][CH3:28])=[O:24])=[O:5])[CH3:2]. Given the reactants [CH2:1]([O:3][C:4]([N:6]1[C:15]2[C:10](=[CH:11][C:12]([C:16]3[O:17][CH2:18][C:19]([CH3:22])([CH3:21])[N:20]=3)=[CH:13][CH:14]=2)[CH:9]=[CH:8][CH:7]1[P:23]([O:27][CH3:28])([O:25][CH3:26])=[O:24])=[O:5])[CH3:2].CCCCCC.C([Li])CCC.C(=O)=O.CC(C)=O.I[CH2:48][C:49]1[CH:54]=[CH:53][C:52]([C:55]2[CH:60]=[CH:59][CH:58]=[CH:57][CH:56]=2)=[CH:51][CH:50]=1, predict the reaction product. (3) Given the reactants [H-].[Na+].[N+:3]([C:6]1[CH:14]=[C:13]2[C:9]([C:10]([C:15](=[O:23])[C:16]([N:18]3[CH2:22][CH2:21][CH2:20][CH2:19]3)=[O:17])=[CH:11][NH:12]2)=[CH:8][CH:7]=1)([O-:5])=[O:4].I[CH3:25], predict the reaction product. The product is: [CH3:25][N:12]1[C:13]2[C:9](=[CH:8][CH:7]=[C:6]([N+:3]([O-:5])=[O:4])[CH:14]=2)[C:10]([C:15](=[O:23])[C:16]([N:18]2[CH2:22][CH2:21][CH2:20][CH2:19]2)=[O:17])=[CH:11]1. (4) Given the reactants [F:1][C:2]1[CH:7]=[C:6]([F:8])[CH:5]=[C:4]([O:9][CH2:10][CH2:11][C@H:12]2[CH2:14][C@@H:13]2[CH:15]2[CH2:20][CH2:19][NH:18][CH2:17][CH2:16]2)[C:3]=1[CH2:21][C:22]([N:24]([CH3:26])[CH3:25])=[O:23].Cl[C:28]1[N:33]=[CH:32][C:31]([CH2:34][CH3:35])=[CH:30][N:29]=1, predict the reaction product. The product is: [CH2:34]([C:31]1[CH:30]=[N:29][C:28]([N:18]2[CH2:19][CH2:20][CH:15]([C@H:13]3[CH2:14][C@@H:12]3[CH2:11][CH2:10][O:9][C:4]3[CH:5]=[C:6]([F:8])[CH:7]=[C:2]([F:1])[C:3]=3[CH2:21][C:22]([N:24]([CH3:26])[CH3:25])=[O:23])[CH2:16][CH2:17]2)=[N:33][CH:32]=1)[CH3:35]. (5) Given the reactants Cl[C:2]1[CH:7]=[C:6]([C:8]([NH:10][C:11]2[CH:12]=[C:13]([CH:29]=[CH:30][CH:31]=2)[CH2:14][NH:15][C:16]2[C:25]3[C:20](=[C:21]([C:26]([NH2:28])=[O:27])[CH:22]=[CH:23][CH:24]=3)[N:19]=[CH:18][N:17]=2)=[O:9])[CH:5]=[CH:4][N:3]=1.CC(O)(C)C.CS(C)=O.[NH:41]1[CH2:45][CH2:44][CH2:43][CH2:42]1, predict the reaction product. The product is: [N:41]1([C:2]2[CH:7]=[C:6]([C:8]([NH:10][C:11]3[CH:12]=[C:13]([CH:29]=[CH:30][CH:31]=3)[CH2:14][NH:15][C:16]3[C:25]4[C:20](=[C:21]([C:26]([NH2:28])=[O:27])[CH:22]=[CH:23][CH:24]=4)[N:19]=[CH:18][N:17]=3)=[O:9])[CH:5]=[CH:4][N:3]=2)[CH2:45][CH2:44][CH2:43][CH2:42]1. (6) Given the reactants C([O:5][C:6]([C:8]1[CH:9]=[C:10]2[C:15](=[CH:16][CH:17]=1)[N:14]=[C:13]([NH:18][C:19]([C:21]1[C:22]([C:27]3[CH:32]=[CH:31][C:30]([C:33]([F:36])([F:35])[F:34])=[CH:29][CH:28]=3)=[CH:23][CH:24]=[CH:25][CH:26]=1)=[O:20])[CH:12]=[CH:11]2)=[O:7])(C)(C)C, predict the reaction product. The product is: [F:36][C:33]([F:34])([F:35])[C:30]1[CH:29]=[CH:28][C:27]([C:22]2[C:21]([C:19]([NH:18][C:13]3[CH:12]=[CH:11][C:10]4[C:15](=[CH:16][CH:17]=[C:8]([C:6]([OH:7])=[O:5])[CH:9]=4)[N:14]=3)=[O:20])=[CH:26][CH:25]=[CH:24][CH:23]=2)=[CH:32][CH:31]=1.